Task: Predict the reaction yield, written as a fraction of the theoretical maximum amount of product (1.0 means a 100% yield; for example, 0.34 means a 34% yield).. Dataset: Reaction yield outcomes from USPTO patents with 853,638 reactions (1) The reactants are [Br:1][C:2]1[C:6]([C:7]([F:10])([F:9])[F:8])=[N:5][N:4]([CH3:11])[C:3]=1[C:12]1[CH:13]=[C:14]([NH2:20])[CH:15]=[CH:16][C:17]=1[O:18][CH3:19].[F:21][C:22]1[CH:27]=[CH:26][C:25]([N:28]=[C:29]=[O:30])=[CH:24][CH:23]=1. The catalyst is C(Cl)Cl. The product is [Br:1][C:2]1[C:6]([C:7]([F:10])([F:8])[F:9])=[N:5][N:4]([CH3:11])[C:3]=1[C:12]1[CH:13]=[C:14]([NH:20][C:29]([NH:28][C:25]2[CH:26]=[CH:27][C:22]([F:21])=[CH:23][CH:24]=2)=[O:30])[CH:15]=[CH:16][C:17]=1[O:18][CH3:19]. The yield is 0.640. (2) The product is [NH2:30][C:31]1[C:32]2[N:33]([C:37]([C@@H:41]3[CH2:46][CH2:45][CH2:44][N:43]([C:47]([C:49]4([CH3:53])[CH2:50][O:51][CH2:52]4)=[O:48])[CH2:42]3)=[N:38][C:39]=2[C:20]2[CH:19]=[CH:18][C:4]([C:5]([NH:7][C:8]3[CH:13]=[C:12]([C:14]([F:15])([F:16])[F:17])[CH:11]=[CH:10][N:9]=3)=[O:6])=[CH:3][C:2]=2[F:1])[CH:34]=[CH:35][N:36]=1. The reactants are [F:1][C:2]1[CH:3]=[C:4]([CH:18]=[CH:19][C:20]=1B1OC(C)(C)C(C)(C)O1)[C:5]([NH:7][C:8]1[CH:13]=[C:12]([C:14]([F:17])([F:16])[F:15])[CH:11]=[CH:10][N:9]=1)=[O:6].[NH2:30][C:31]1[C:32]2[N:33]([C:37]([C@@H:41]3[CH2:46][CH2:45][CH2:44][N:43]([C:47]([C:49]4([CH3:53])[CH2:52][O:51][CH2:50]4)=[O:48])[CH2:42]3)=[N:38][C:39]=2Br)[CH:34]=[CH:35][N:36]=1.C(=O)([O-])[O-].[K+].[K+]. The yield is 0.800. The catalyst is O1CCOCC1.C1C=CC(P(C2C=CC=CC=2)[C-]2C=CC=C2)=CC=1.C1C=CC(P(C2C=CC=CC=2)[C-]2C=CC=C2)=CC=1.Cl[Pd]Cl.[Fe+2].C(Cl)Cl. (3) The reactants are [CH3:1][O:2][C:3]1[CH:33]=[C:32]([O:34][CH3:35])[CH:31]=[CH:30][C:4]=1[CH2:5][NH:6][C:7]([NH:9][NH:10][C:11]([C:13]1[C:21]2[C:16](=[N:17][CH:18]=[CH:19][CH:20]=2)[N:15]([CH2:22][C:23]2[CH:28]=[CH:27][CH:26]=[CH:25][C:24]=2[F:29])[N:14]=1)=O)=[O:8].Cl. The catalyst is [OH-].[Na+]. The product is [CH3:1][O:2][C:3]1[CH:33]=[C:32]([O:34][CH3:35])[CH:31]=[CH:30][C:4]=1[CH2:5][N:6]1[C:11]([C:13]2[C:21]3[C:16](=[N:17][CH:18]=[CH:19][CH:20]=3)[N:15]([CH2:22][C:23]3[CH:28]=[CH:27][CH:26]=[CH:25][C:24]=3[F:29])[N:14]=2)=[N:10][NH:9][C:7]1=[O:8]. The yield is 0.360. (4) The reactants are [C:1]([O:5][C:6]([N:8]1[CH2:13][CH:12]=[C:11]([O:14][Si](C)(C)C)[CH2:10][CH2:9]1)=[O:7])([CH3:4])([CH3:3])[CH3:2].[B-](F)(F)(F)[F:20].[B-](F)(F)(F)F.C1[N+]2(CCl)CC[N+](F)(CC2)C1.CCOC(C)=O. The catalyst is CC#N. The product is [C:1]([O:5][C:6]([N:8]1[CH2:13][CH2:12][C:11](=[O:14])[CH:10]([F:20])[CH2:9]1)=[O:7])([CH3:4])([CH3:3])[CH3:2]. The yield is 0.890. (5) The reactants are [Br:1][CH:2]([C:6]1[CH:11]=[CH:10][CH:9]=[CH:8][CH:7]=1)[C:3]([OH:5])=[O:4].[C:12]1([C@@H:18](O)[CH3:19])[CH:17]=[CH:16][CH:15]=[CH:14][CH:13]=1.CCN=C=NCCCN(C)C. The catalyst is CN(C1C=CN=CC=1)C.ClCCl.C(OCC)(=O)C. The product is [Br:1][CH:2]([C:6]1[CH:11]=[CH:10][CH:9]=[CH:8][CH:7]=1)[C:3]([O:5][C@H:18]([C:12]1[CH:17]=[CH:16][CH:15]=[CH:14][CH:13]=1)[CH3:19])=[O:4]. The yield is 0.730.